Predict which catalyst facilitates the given reaction. From a dataset of Catalyst prediction with 721,799 reactions and 888 catalyst types from USPTO. (1) Reactant: [CH3:1][C:2]1[CH:7]=[C:6](B(O)O)[CH:5]=[CH:4][N:3]=1.Br[C:12]1[CH:13]=[C:14]([NH:19][C:20](=[O:37])[C@@H:21]([NH:29][C:30](=[O:36])[O:31][C:32]([CH3:35])([CH3:34])[CH3:33])[CH2:22][C:23]2[CH:28]=[CH:27][CH:26]=[CH:25][CH:24]=2)[CH:15]=[C:16]([Cl:18])[CH:17]=1.[F-].[Cs+].COCCOC. Product: [Cl:18][C:16]1[CH:15]=[C:14]([NH:19][C:20](=[O:37])[C@@H:21]([NH:29][C:30](=[O:36])[O:31][C:32]([CH3:33])([CH3:35])[CH3:34])[CH2:22][C:23]2[CH:28]=[CH:27][CH:26]=[CH:25][CH:24]=2)[CH:13]=[C:12]([C:6]2[CH:5]=[CH:4][N:3]=[C:2]([CH3:1])[CH:7]=2)[CH:17]=1. The catalyst class is: 73. (2) Reactant: Cl[C:2]1[N:3]=[C:4]([NH:18][CH3:19])[C:5]2[C:10](=[O:11])[CH2:9][CH:8]([C:12]3[CH:17]=[CH:16][CH:15]=[CH:14][CH:13]=3)[C:6]=2[N:7]=1.[Cl:20][C:21]1[N:22]=[CH:23][N:24]([C:26]2[CH:32]=[CH:31][C:29]([NH2:30])=[CH:28][C:27]=2[O:33][CH3:34])[CH:25]=1.S(=O)(=O)(O)O. Product: [Cl:20][C:21]1[N:22]=[CH:23][N:24]([C:26]2[CH:32]=[CH:31][C:29]([NH:30][C:2]3[N:3]=[C:4]([NH:18][CH3:19])[C:5]4[C:10](=[O:11])[CH2:9][CH:8]([C:12]5[CH:17]=[CH:16][CH:15]=[CH:14][CH:13]=5)[C:6]=4[N:7]=3)=[CH:28][C:27]=2[O:33][CH3:34])[CH:25]=1. The catalyst class is: 1. (3) Reactant: [Cl:1][C:2]1[CH:10]=[CH:9][CH:8]=[C:7]2[C:3]=1[C:4]([C:11]([NH:13][CH2:14][CH:15]1[CH2:20][CH2:19][C:18]([F:22])([F:21])[CH2:17][CH2:16]1)=[O:12])=[CH:5][NH:6]2.C[Si]([N-][Si](C)(C)C)(C)C.[Na+].Cl[CH2:34][C@H:35]1[CH2:37][O:36]1. The catalyst class is: 1. Product: [Cl:1][C:2]1[CH:10]=[CH:9][CH:8]=[C:7]2[C:3]=1[C:4]([C:11]([NH:13][CH2:14][CH:15]1[CH2:20][CH2:19][C:18]([F:21])([F:22])[CH2:17][CH2:16]1)=[O:12])=[CH:5][N:6]2[CH2:34][C@H:35]1[CH2:37][O:36]1. (4) Reactant: [O:1]1[CH:5]=[C:4]([C:6]2[C:16]3[O:15][CH2:14][CH2:13][N:12](C(OC(C)(C)C)=O)[CH2:11][C:10]=3[CH:9]=[CH:8][CH:7]=2)[CH:3]=[N:2]1.C(OCC)(=O)C.[ClH:30]. Product: [ClH:30].[O:1]1[CH:5]=[C:4]([C:6]2[C:16]3[O:15][CH2:14][CH2:13][NH:12][CH2:11][C:10]=3[CH:9]=[CH:8][CH:7]=2)[CH:3]=[N:2]1. The catalyst class is: 13. (5) Reactant: [Br:1][C:2]1[N:3]=[C:4]([CH:22]2[CH2:24][CH2:23]2)[N:5]([CH2:14][O:15][CH2:16][CH2:17][Si:18]([CH3:21])([CH3:20])[CH3:19])[C:6]=1[C:7]1[CH:12]=[CH:11][N:10]=[C:9](Cl)[N:8]=1.CCN(C(C)C)C(C)C.[NH2:34][CH2:35][CH:36]([CH3:39])[C:37]#[N:38].C([O-])([O-])=O.[Na+].[Na+]. Product: [Br:1][C:2]1[N:3]=[C:4]([CH:22]2[CH2:24][CH2:23]2)[N:5]([CH2:14][O:15][CH2:16][CH2:17][Si:18]([CH3:21])([CH3:20])[CH3:19])[C:6]=1[C:7]1[CH:12]=[CH:11][N:10]=[C:9]([NH:38][CH2:37][CH:36]([CH3:39])[C:35]#[N:34])[N:8]=1. The catalyst class is: 37. (6) Reactant: [CH3:1][O:2][C:3]([C@@H:5]([N:13]1[CH2:18][C:17]2[CH:19]=[CH:20][S:21][C:16]=2[CH2:15][CH2:14]1)[C:6]1[C:11]([Cl:12])=[CH:10][CH:9]=[CH:8][CH:7]=1)=[O:4].Cl.C(Cl)Cl.C(=O)([O-])[O-].[K+].[K+]. Product: [CH3:1][O:2][C:3]([C@@H:5]([N:13]1[CH2:18][C:17]2[CH:19]=[CH:20][S:21][C:16]=2[CH2:15][CH2:14]1)[C:6]1[CH:7]=[CH:8][CH:9]=[CH:10][C:11]=1[Cl:12])=[O:4]. The catalyst class is: 6.